From a dataset of Full USPTO retrosynthesis dataset with 1.9M reactions from patents (1976-2016). Predict the reactants needed to synthesize the given product. Given the product [N+:35](=[CH:37][C:14]([C@@H:10]1[CH2:11][CH2:12][CH2:13][N:9]1[C:7](=[O:8])[C@@H:6]([NH:5][C:3](=[O:4])[O:2][CH3:1])[CH:17]([CH3:19])[CH3:18])=[O:16])=[N-:36], predict the reactants needed to synthesize it. The reactants are: [CH3:1][O:2][C:3]([NH:5][C@@H:6]([CH:17]([CH3:19])[CH3:18])[C:7]([N:9]1[CH2:13][CH2:12][CH2:11][C@H:10]1[C:14]([OH:16])=O)=[O:8])=[O:4].CCN(CC)CC.ClC(OCC(C)C)=O.[N+:35](=[CH2:37])=[N-:36].